Dataset: Experimentally validated miRNA-target interactions with 360,000+ pairs, plus equal number of negative samples. Task: Binary Classification. Given a miRNA mature sequence and a target amino acid sequence, predict their likelihood of interaction. (1) The miRNA is hsa-miR-5693 with sequence GCAGUGGCUCUGAAAUGAACUC. The protein sequence of the target gene is MPEVSSKGATISKKGFKKAVVKTQKKEGKKRKRTRKESYSIYIYKVLKQVHPDTGISSKAMSIMNSFVTDIFERIASEASRLAHYSKRSTISSREIQTAVRLLLPGELAKHAVSEGTKAVTKYTSSK. Result: 1 (interaction). (2) The miRNA is mmu-miR-463-3p with sequence UGAUAGACACCAUAUAAGGUAG. The protein sequence of the target gene is MRRAGAACSAMDRLRLLLLLLLLLGVSFGGAKETCSTGMYTHSGECCKACNLGEGVAQPCGANQTVCEPCLDSVTFSDVVSATEPCKPCTECLGLQSMSAPCVEADDAVCRCSYGYYQDEETGRCEACSVCGVGSGLVFSCQDKQNTVCEECPEGTYSDEANHVDPCLPCTVCEDTERQLRECTPWADAECEEIPGRWITRSTPPEGSDVTTPSTQEPEAPPERDLIASTVADTVTTVMGSSQPVVTRGTADNLIPVYCSILAAVVVGLVAYIAFKRWNSCKQNKQGANSRPVNQTPPPE.... Result: 0 (no interaction). (3) The miRNA is hsa-miR-3622b-5p with sequence AGGCAUGGGAGGUCAGGUGA. The protein sequence of the target gene is MPLPEPSEQEGESVKASQEPSPKPGTEVIPAAPRKPRKFSKLVLLTASKDSTKVAGAKRKGVHCVMSLGVPGPATLAKALLQTHPEAQRAIEAAPQEPEQKRSRQDPGTDRTEDSGLAAGPPEAAGENFAPCSVAPGKSL. Result: 1 (interaction). (4) The miRNA is hsa-miR-96-5p with sequence UUUGGCACUAGCACAUUUUUGCU. The protein sequence of the target gene is MAVRRDSVWKYCWGVLMVLCRTAISKSIVLEPIYWNSSNSKFLPGQGLVLYPQIGDKLDIICPKVDSKTVGQYEYYKVYMVDKDQADRCTIKKENTPLLNCAKPDQDIKFTIKFQEFSPNLWGLEFQKNKDYYIISTSNGSLEGLDNQEGGVCQTRAMKILMKVGQDASSAGSTRNKDPTRRPELEAGTNGRSSTTSPFVKPNPGSSTDGNSAGHSGNNILGSEVALFAGIASGCIIFIVIIITLVVLLLKYRRRHRKHSPQHTTTLSLSTLATPKRSGNNNGSEPSDIIIPLRTADSVF.... Result: 1 (interaction). (5) The miRNA is hsa-miR-4681 with sequence AACGGGAAUGCAGGCUGUAUCU. The protein sequence of the target gene is MFHCIPLWRCNRHVESIDKRHCSLVYVPEEIYRYARSLEELLLDANQLRELPEQFFQLVKLRKLGLSDNEIQRLPPEIANFMQLVELDVSRNEIPEIPESISFCKALQVADFSGNPLTRLPESFPELQNLTCLSVNDISLQSLPENIGNLYNLASLELRENLLTYLPDSLTQLRRLEELDLGNNEIYNLPESIGALLHLKDLWLDGNQLSELPQEIGNLKNLLCLDVSENRLERLPEEISGLTSLTDLVISQNLLETIPDGIGKLKKLSILKVDQNRLTQLPEAVGECESLTELVLTENQ.... Result: 1 (interaction).